Dataset: Human liver microsome stability data. Task: Regression/Classification. Given a drug SMILES string, predict its absorption, distribution, metabolism, or excretion properties. Task type varies by dataset: regression for continuous measurements (e.g., permeability, clearance, half-life) or binary classification for categorical outcomes (e.g., BBB penetration, CYP inhibition). Dataset: hlm. The molecule is CC(C)N1CCN(c2ccc(NC(=O)c3ccc(-c4ccccn4)cc3)c(F)c2)CC1. The result is 0 (unstable in human liver microsomes).